From a dataset of Full USPTO retrosynthesis dataset with 1.9M reactions from patents (1976-2016). Predict the reactants needed to synthesize the given product. (1) The reactants are: [CH3:1][N:2]1[CH2:6][CH2:5][CH2:4][C@H:3]1[CH2:7][O:8][C:9]1[CH:10]=[C:11]([C:15]2[O:19][N:18]=[C:17]([CH2:20][CH2:21][CH2:22][OH:23])[CH:16]=2)[CH:12]=[N:13][CH:14]=1.[C:24]1(O)[CH:29]=[CH:28][CH:27]=[CH:26][CH:25]=1.C1C=CC(P(C2C=CC=CC=2)C2C=CC=CC=2)=CC=1.N(C(OCC)=O)=NC(OCC)=O. Given the product [CH3:1][N:2]1[CH2:6][CH2:5][CH2:4][C@H:3]1[CH2:7][O:8][C:9]1[CH:14]=[N:13][CH:12]=[C:11]([C:15]2[O:19][N:18]=[C:17]([CH2:20][CH2:21][CH2:22][O:23][C:24]3[CH:29]=[CH:28][CH:27]=[CH:26][CH:25]=3)[CH:16]=2)[CH:10]=1, predict the reactants needed to synthesize it. (2) Given the product [C:17](#[N:20])[CH3:16].[OH2:2].[NH4+:37].[OH-:29].[F:13][C:14]1[CH:15]=[C:16]2[C:22]3([CH2:23][CH2:24][N:25]([C:1]([N:42]4[CH2:43][CH:44]([CH2:46][NH:47][C@@H:54]5[CH2:56][C@H:55]5[C:57]5[CH:62]=[CH:61][CH:60]=[CH:59][CH:58]=5)[CH2:45]4)=[O:2])[CH2:26][CH2:27]3)[CH2:21][NH:20][C:17]2=[CH:18][CH:19]=1, predict the reactants needed to synthesize it. The reactants are: [C:1](Cl)(Cl)=[O:2].C1(C)C=CC=CC=1.Cl.[F:13][C:14]1[CH:15]=[C:16]2[C:22]3([CH2:27][CH2:26][NH:25][CH2:24][CH2:23]3)[CH2:21][N:20](C(OC(C)(C)C)=[O:29])[C:17]2=[CH:18][CH:19]=1.C([N:37](CC)CC)C.[NH:42]1[CH2:45][CH:44]([CH2:46][N:47]([C@@H:54]2[CH2:56][C@H:55]2[C:57]2[CH:62]=[CH:61][CH:60]=[CH:59][CH:58]=2)C(=O)C(F)(F)F)[CH2:43]1. (3) Given the product [NH2:1][C:2]1[CH:12]=[CH:11][C:5]([CH2:6][OH:7])=[CH:4][C:3]=1[I:13], predict the reactants needed to synthesize it. The reactants are: [NH2:1][C:2]1[CH:12]=[CH:11][C:5]([C:6](OCC)=[O:7])=[CH:4][C:3]=1[I:13].[H-].C([Al+]CC(C)C)C(C)C. (4) Given the product [CH3:35][O:33][C:32](=[O:34])[CH2:31][CH2:30][C:26]1[CH:25]=[C:24]([C:20]2[CH:21]=[CH:22][CH:23]=[C:18]([C:16]3[CH:17]=[C:8]([C:5]([S:2]([CH3:1])(=[O:4])=[O:3])([CH3:7])[CH3:6])[CH:9]=[C:10]4[C:15]=3[N:14]=[CH:13][CH:12]=[CH:11]4)[CH:19]=2)[CH:29]=[CH:28][CH:27]=1, predict the reactants needed to synthesize it. The reactants are: [CH3:1][S:2]([C:5]([C:8]1[CH:9]=[C:10]2[C:15](=[C:16]([C:18]3[CH:19]=[C:20]([C:24]4[CH:29]=[CH:28][CH:27]=[C:26]([CH:30]=[CH:31][C:32]([OH:34])=[O:33])[CH:25]=4)[CH:21]=[CH:22][CH:23]=3)[CH:17]=1)[N:14]=[CH:13][CH:12]=[CH:11]2)([CH3:7])[CH3:6])(=[O:4])=[O:3].[C:35]([O-])(O)=O.[Na+]. (5) The reactants are: [NH2:1][C:2]1[N:6]([C:7]2[C:12]([Cl:13])=[CH:11][C:10]([C:14]([F:17])([F:16])[F:15])=[CH:9][C:8]=2[Cl:18])[N:5]=[C:4]([C:19]#[N:20])[C:3]=1[S:21]([C:23]([F:26])([F:25])[F:24])=O.ClC1C=C(C(F)(F)F)C=C(Cl)C=1N. Given the product [NH2:1][C:2]1[N:6]([C:7]2[C:12]([Cl:13])=[CH:11][C:10]([C:14]([F:15])([F:16])[F:17])=[CH:9][C:8]=2[Cl:18])[N:5]=[C:4]([C:19]#[N:20])[C:3]=1[S:21][C:23]([F:26])([F:25])[F:24], predict the reactants needed to synthesize it.